This data is from Forward reaction prediction with 1.9M reactions from USPTO patents (1976-2016). The task is: Predict the product of the given reaction. (1) The product is: [ClH:78].[NH2:36][C:37]1([C:41]2[CH:42]=[CH:43][C:44]([C:47]3[C:48](=[O:69])[C:49]4[CH:50]=[CH:51][C:52]5[C:53](=[N:63][N:64]([CH:66]([CH3:67])[CH3:68])[CH:65]=5)[C:54]=4[O:55][C:56]=3[C:57]3[CH:62]=[CH:61][CH:60]=[CH:59][CH:58]=3)=[CH:45][CH:46]=2)[CH2:40][CH2:39][CH2:38]1. Given the reactants NC1(C2C=CC(C3C(=O)C4C(=CC=C(F)C=4)OC=3C3C=CC=CC=3)=CC=2)CCC1.C(OC(=O)[NH:36][C:37]1([C:41]2[CH:46]=[CH:45][C:44]([C:47]3[C:48](=[O:69])[C:49]4[CH:50]=[CH:51][C:52]5[C:53](=[N:63][N:64]([CH:66]([CH3:68])[CH3:67])[CH:65]=5)[C:54]=4[O:55][C:56]=3[C:57]3[CH:62]=[CH:61][CH:60]=[CH:59][CH:58]=3)=[CH:43][CH:42]=2)[CH2:40][CH2:39][CH2:38]1)(C)(C)C.C(O)(C(F)(F)F)=O.[ClH:78], predict the reaction product. (2) Given the reactants CC[C@H]1[C@H]2C[C@H]([C@H](OC3C4C(=CC=CC=4)C(O[C@H](C4C=CN=C5C=4C=C(OC)C=C5)[C@@H]4N5C[C@H](CC)[C@@H](CC5)C4)=NN=3)C3C=CN=C4C=3C=C([O:22]C)C=C4)N(CC2)C1.[CH:59]([C:61]1[CH:62]=[C:63]([CH:69]([CH2:76][CH3:77])[CH2:70][C:71]([O:73][CH2:74][CH3:75])=[O:72])[CH:64]=[C:65]([F:68])[C:66]=1[F:67])=[CH2:60].S([O-])([O-])=O.[Na+].[Na+].[OH2:84], predict the reaction product. The product is: [OH:84][C@@H:59]([C:61]1[CH:62]=[C:63]([CH:69]([CH2:76][CH3:77])[CH2:70][C:71]([O:73][CH2:74][CH3:75])=[O:72])[CH:64]=[C:65]([F:68])[C:66]=1[F:67])[CH2:60][OH:22]. (3) Given the reactants [C:1]([OH:14])(=[O:13])[CH2:2][CH2:3][CH2:4][CH2:5][CH2:6][CH2:7][CH2:8][CH2:9][C:10]([OH:12])=[O:11].[OH-:15].[Na+], predict the reaction product. The product is: [C:1]([OH:14])(=[O:13])[CH2:2][CH2:3][CH2:4][CH2:5][CH2:6][CH2:7][CH2:8][CH2:9][C:10]([OH:12])=[O:11].[CH3:1][CH:2]([OH:15])[CH2:3][CH2:4][CH2:5][CH2:6][CH2:7][CH3:8]. (4) Given the reactants C[O:2][C:3]1[CH:8]=[CH:7][C:6]([C:9]2[N:10]([CH2:19][CH2:20][CH2:21][CH2:22][CH3:23])[N:11]=[C:12]3[C:17]=2[CH:16]=[CH:15][CH:14]=[C:13]3[CH3:18])=[CH:5][CH:4]=1.B(Br)(Br)Br.C1CCCCC=1, predict the reaction product. The product is: [CH3:18][C:13]1[C:12]2[C:17](=[C:9]([C:6]3[CH:7]=[CH:8][C:3]([OH:2])=[CH:4][CH:5]=3)[N:10]([CH2:19][CH2:20][CH2:21][CH2:22][CH3:23])[N:11]=2)[CH:16]=[CH:15][CH:14]=1.